This data is from Catalyst prediction with 721,799 reactions and 888 catalyst types from USPTO. The task is: Predict which catalyst facilitates the given reaction. (1) Reactant: [CH3:1][C:2]1[C:7]([O:8][CH2:9][C:10]([NH:12][C@H:13]([C@@H:21]([OH:45])[CH2:22][C@@H:23]([NH:31][C:32]([C@@H:34]([N:38]2[C:43](=[O:44])[NH:42][CH2:41][CH2:40][CH2:39]2)[CH:35]([CH3:37])[CH3:36])=[O:33])[CH2:24][C:25]2[CH:26]=[CH:27][CH:28]=[CH:29][CH:30]=2)[CH2:14][C:15]2[CH:16]=[CH:17][CH:18]=[CH:19][CH:20]=2)=[O:11])=[C:6]([CH3:46])[CH:5]=[CH:4][CH:3]=1.C1CCCCC1.[CH3:53][CH:54]([C:56]1[S:60][CH:59]=[C:58]([CH2:61][N:62]([C:64]([NH:66][C@H:67]([C:71]([NH:73][C@H:74]([CH2:82][C@H:83]([OH:102])[C@@H:84]([NH:92][C:93]([O:95][CH2:96][C:97]2[S:101][CH:100]=[N:99][CH:98]=2)=[O:94])[CH2:85][C:86]2[CH:87]=[CH:88][CH:89]=[CH:90][CH:91]=2)[CH2:75][C:76]2[CH:77]=[CH:78][CH:79]=[CH:80][CH:81]=2)=[O:72])[CH:68]([CH3:70])[CH3:69])=[O:65])[CH3:63])[N:57]=1)[CH3:55]. Product: [CH3:46][C:6]1[C:7]([O:8][CH2:9][C:10]([NH:12][C@H:13]([C@@H:21]([OH:45])[CH2:22][C@@H:23]([NH:31][C:32]([C@@H:34]([N:38]2[C:43](=[O:44])[NH:42][CH2:41][CH2:40][CH2:39]2)[CH:35]([CH3:37])[CH3:36])=[O:33])[CH2:24][C:25]2[CH:26]=[CH:27][CH:28]=[CH:29][CH:30]=2)[CH2:14][C:15]2[CH:16]=[CH:17][CH:18]=[CH:19][CH:20]=2)=[O:11])=[C:2]([CH3:1])[CH:3]=[CH:4][CH:5]=1.[CH3:55][CH:54]([C:56]1[S:60][CH:59]=[C:58]([CH2:61][N:62]([C:64]([NH:66][C@H:67]([C:71]([NH:73][C@H:74]([CH2:82][C@H:83]([OH:102])[C@@H:84]([NH:92][C:93]([O:95][CH2:96][C:97]2[S:101][CH:100]=[N:99][CH:98]=2)=[O:94])[CH2:85][C:86]2[CH:87]=[CH:88][CH:89]=[CH:90][CH:91]=2)[CH2:75][C:76]2[CH:77]=[CH:78][CH:79]=[CH:80][CH:81]=2)=[O:72])[CH:68]([CH3:69])[CH3:70])=[O:65])[CH3:63])[N:57]=1)[CH3:53]. The catalyst class is: 8. (2) The catalyst class is: 299. Product: [CH3:3][N:4]1[CH2:5][CH2:6][N:7]([C:10]2[CH:11]=[CH:12][C:13]([O:26][CH2:27][C:28]3[CH:33]=[CH:32][CH:31]=[CH:30][CH:29]=3)=[C:14]([CH:25]=2)[C:15]([OH:17])=[O:16])[CH2:8][CH2:9]1. Reactant: [OH-].[Li+].[CH3:3][N:4]1[CH2:9][CH2:8][N:7]([C:10]2[CH:11]=[CH:12][C:13]([O:26][CH2:27][C:28]3[CH:33]=[CH:32][CH:31]=[CH:30][CH:29]=3)=[C:14]([CH:25]=2)[C:15]([O:17]CC2C=CC=CC=2)=[O:16])[CH2:6][CH2:5]1.Cl. (3) Reactant: [NH2:1][C:2]1[S:6][C:5]([C:7]2[CH:12]=[CH:11][C:10]([C:13]([OH:16])([CH3:15])[CH3:14])=[CH:9][C:8]=2[F:17])=[N:4][C:3]=1[C:18]([NH2:20])=[O:19].Cl[C:22]1[N:27]=[C:26]([CH3:28])[C:25]([C:29]([OH:32])([CH3:31])[CH3:30])=[CH:24][CH:23]=1.CC(C1C=C(C(C)C)C(C2C=CC=CC=2P(C2CCCCC2)C2CCCCC2)=C(C(C)C)C=1)C.C(=O)([O-])[O-].[K+].[K+].C(O)(CC)(C)C. Product: [F:17][C:8]1[CH:9]=[C:10]([C:13]([OH:16])([CH3:15])[CH3:14])[CH:11]=[CH:12][C:7]=1[C:5]1[S:6][C:2]([NH:1][C:22]2[CH:23]=[CH:24][C:25]([C:29]([OH:32])([CH3:30])[CH3:31])=[C:26]([CH3:28])[N:27]=2)=[C:3]([C:18]([NH2:20])=[O:19])[N:4]=1. The catalyst class is: 110. (4) Reactant: [N:1]1([NH2:6])[CH:5]=[CH:4][CH:3]=[CH:2]1.C(N(CC)CC)C.Cl[S:15]([C:18]1[CH2:23][CH2:22][CH2:21][CH2:20][C:19]=1[C:24]([O:26][CH2:27][CH3:28])=[O:25])(=[O:17])=[O:16].O. Product: [N:1]1([NH:6][S:15]([CH:18]2[C:19]([C:24]([O:26][CH2:27][CH3:28])=[O:25])=[CH:20][CH2:21][CH2:22][CH2:23]2)(=[O:17])=[O:16])[CH:5]=[CH:4][CH:3]=[CH:2]1. The catalyst class is: 13. (5) Reactant: [C:1]([O:5][C:6]([N:8]1[C@@H:17]([C:18]([OH:20])=[O:19])[CH2:16][C:15]2[C:10](=[CH:11][C:12]([C:21]([OH:23])=[O:22])=[CH:13][CH:14]=2)[CH2:9]1)=[O:7])([CH3:4])([CH3:3])[CH3:2].C(=O)([O-])[O-].[K+].[K+].[CH2:30](Br)[C:31]1[CH:36]=[CH:35][CH:34]=[CH:33][CH:32]=1.O. Product: [CH2:9]1[C:10]2[C:15](=[CH:14][CH:13]=[C:12]([C:21]([O:23][CH2:30][C:31]3[CH:36]=[CH:35][CH:34]=[CH:33][CH:32]=3)=[O:22])[CH:11]=2)[CH2:16][C@H:17]([C:18]([O:20][CH2:9][C:10]2[CH:15]=[CH:14][CH:13]=[CH:12][CH:11]=2)=[O:19])[N:8]1[C:6]([O:5][C:1]([CH3:4])([CH3:2])[CH3:3])=[O:7]. The catalyst class is: 9.